This data is from Forward reaction prediction with 1.9M reactions from USPTO patents (1976-2016). The task is: Predict the product of the given reaction. (1) Given the reactants [Cl:1][C:2]1[CH:7]=[CH:6][C:5](/[CH:8]=[CH:9]/[C:10]([N:12]2[CH2:17][CH2:16][C:15]([CH2:19][N:20]3[CH:24]=[C:23]([C:25](O)=[O:26])[CH:22]=[N:21]3)([OH:18])[CH2:14][CH2:13]2)=[O:11])=[C:4]([CH2:28][N:29]2[N:33]=[N:32][C:31]([CH3:34])=[N:30]2)[CH:3]=1.[NH:35]1[CH2:40][CH2:39][O:38][CH2:37][CH2:36]1.CCN(C(C)C)C(C)C.C(P1(=O)OP(CCC)(=O)OP(CCC)(=O)O1)CC, predict the reaction product. The product is: [Cl:1][C:2]1[CH:7]=[CH:6][C:5](/[CH:8]=[CH:9]/[C:10]([N:12]2[CH2:13][CH2:14][C:15]([OH:18])([CH2:19][N:20]3[CH:24]=[C:23]([C:25]([N:35]4[CH2:40][CH2:39][O:38][CH2:37][CH2:36]4)=[O:26])[CH:22]=[N:21]3)[CH2:16][CH2:17]2)=[O:11])=[C:4]([CH2:28][N:29]2[N:33]=[N:32][C:31]([CH3:34])=[N:30]2)[CH:3]=1. (2) Given the reactants [Cl:1][C:2]1[C:7]2[CH:8]=[CH:9][O:10][C:6]=2[CH:5]=[CH:4][N:3]=1.[Br:11]Br.[O-]S([O-])=O.[Na+].[Na+].C([O-])(O)=O.[Na+], predict the reaction product. The product is: [Cl:1][C:2]1[C:7]2[C:8]([Br:11])=[CH:9][O:10][C:6]=2[CH:5]=[CH:4][N:3]=1. (3) Given the reactants Br[C:2]1[CH:8]=[CH:7][C:5]([NH2:6])=[C:4]([Cl:9])[CH:3]=1.[CH3:10][O-:11].[Na+].Cl, predict the reaction product. The product is: [Cl:9][C:4]1[CH:3]=[C:2]([O:11][CH3:10])[CH:8]=[CH:7][C:5]=1[NH2:6]. (4) Given the reactants Br[C:2]1[CH:3]=[C:4]([C:8](=[O:22])[C:9]([C:11]2[CH:16]=[CH:15][C:14]([O:17][CH:18]([F:20])[F:19])=[C:13]([CH3:21])[CH:12]=2)=[O:10])[CH:5]=[CH:6][CH:7]=1.[C:23]([CH:25]1[CH2:27][CH2:26]1)#[CH:24].C(N(CC)CC)C.N#N, predict the reaction product. The product is: [CH:25]1([C:23]#[C:24][C:2]2[CH:3]=[C:4]([C:8](=[O:22])[C:9]([C:11]3[CH:16]=[CH:15][C:14]([O:17][CH:18]([F:20])[F:19])=[C:13]([CH3:21])[CH:12]=3)=[O:10])[CH:5]=[CH:6][CH:7]=2)[CH2:27][CH2:26]1. (5) Given the reactants Br[C:2]1[CH:11]=[C:10]2[C:5]([N:6]=[CH:7][C:8]([C:12]3[CH:17]=[CH:16][C:15]([F:18])=[C:14]([F:19])[CH:13]=3)=[N:9]2)=[C:4]([C:20]([NH:22][CH2:23][C:24]([O:26][CH2:27][CH3:28])=[O:25])=[O:21])[C:3]=1[OH:29].C([Sn](CCCC)(CCCC)[C:35]1[S:36][CH:37]=[CH:38][N:39]=1)CCC, predict the reaction product. The product is: [F:19][C:14]1[CH:13]=[C:12]([C:8]2[CH:7]=[N:6][C:5]3[C:10](=[CH:11][C:2]([C:35]4[S:36][CH:37]=[CH:38][N:39]=4)=[C:3]([OH:29])[C:4]=3[C:20]([NH:22][CH2:23][C:24]([O:26][CH2:27][CH3:28])=[O:25])=[O:21])[N:9]=2)[CH:17]=[CH:16][C:15]=1[F:18].